Task: Predict which catalyst facilitates the given reaction.. Dataset: Catalyst prediction with 721,799 reactions and 888 catalyst types from USPTO Reactant: [CH3:1][O:2][C:3]1[C:4]([O:14][CH2:15][CH2:16][CH2:17][C:18]2[C:19]([CH:32]([CH3:34])[CH3:33])=[N:20][N:21]([C:23]3[CH:28]=[CH:27][C:26]([N+:29]([O-:31])=[O:30])=[CH:25][N:24]=3)[CH:22]=2)=[C:5]([CH2:9][C:10]([O:12]C)=[O:11])[CH:6]=[CH:7][CH:8]=1.[OH-].[Na+].O1CCCC1.Cl. Product: [CH3:1][O:2][C:3]1[C:4]([O:14][CH2:15][CH2:16][CH2:17][C:18]2[C:19]([CH:32]([CH3:34])[CH3:33])=[N:20][N:21]([C:23]3[CH:28]=[CH:27][C:26]([N+:29]([O-:31])=[O:30])=[CH:25][N:24]=3)[CH:22]=2)=[C:5]([CH2:9][C:10]([OH:12])=[O:11])[CH:6]=[CH:7][CH:8]=1. The catalyst class is: 5.